From a dataset of Catalyst prediction with 721,799 reactions and 888 catalyst types from USPTO. Predict which catalyst facilitates the given reaction. (1) Reactant: [CH3:1][N:2]([CH3:18])[C:3]1[CH:8]=[CH:7][C:6]([C:9]2[C:14]([NH2:15])=[CH:13][CH:12]=[C:11]([O:16][CH3:17])[N:10]=2)=[CH:5][CH:4]=1.CCN=C=NCCCN(C)C.C1C=CC2N(O)N=NC=2C=1.[CH3:40][O:41][C:42]1[CH:47]=[CH:46][C:45]([NH:48][CH2:49][C:50](O)=[O:51])=[CH:44][CH:43]=1.C(=O)(O)[O-].[Na+]. Product: [CH3:40][O:41][C:42]1[CH:47]=[CH:46][C:45]([NH:48][CH2:49][C:50]([NH:15][C:14]2[C:9]([C:6]3[CH:7]=[CH:8][C:3]([N:2]([CH3:18])[CH3:1])=[CH:4][CH:5]=3)=[N:10][C:11]([O:16][CH3:17])=[CH:12][CH:13]=2)=[O:51])=[CH:44][CH:43]=1. The catalyst class is: 3. (2) Reactant: [CH3:1][CH2:2][CH2:3][CH2:4][C:5]([N:7]([C@H:26]([C:30]([O:32]CC1C=CC=CC=1)=[O:31])[CH:27]([CH3:29])[CH3:28])[CH2:8][C:9]1[CH:14]=[CH:13][C:12]([C:15]2[C:20]([C:21]3[N:25]=[N:24][NH:23][N:22]=3)=[CH:19][CH:18]=[CH:17][CH:16]=2)=[CH:11][CH:10]=1)=[O:6]. Product: [CH3:1][CH2:2][CH2:3][CH2:4][C:5]([N:7]([C@H:26]([C:30]([OH:32])=[O:31])[CH:27]([CH3:29])[CH3:28])[CH2:8][C:9]1[CH:10]=[CH:11][C:12]([C:15]2[CH:16]=[CH:17][CH:18]=[CH:19][C:20]=2[C:21]2[NH:22][N:23]=[N:24][N:25]=2)=[CH:13][CH:14]=1)=[O:6]. The catalyst class is: 45. (3) Reactant: [F:1][C:2]1[CH:9]=[CH:8][C:5]([CH:6]=O)=[CH:4][CH:3]=1.C(Cl)Cl.[C:13]1([CH2:21][NH2:22])[CH:18]=[CH:17][C:16]([CH2:19][NH2:20])=[CH:15][CH:14]=1.[BH4-].[Na+]. Product: [F:1][C:2]1[CH:9]=[CH:8][C:5]([CH2:6][NH:20][CH2:19][C:16]2[CH:17]=[CH:18][C:13]([CH2:21][NH:22][CH2:6][C:5]3[CH:8]=[CH:9][C:2]([F:1])=[CH:3][CH:4]=3)=[CH:14][CH:15]=2)=[CH:4][CH:3]=1. The catalyst class is: 32. (4) Reactant: [C:1]([O:5][C:6]([N:8]1[CH2:13][CH2:12][N:11]([C:14]2[CH:19]=[CH:18][C:17]([N+:20]([O-])=O)=[C:16]([C:23](=[O:39])[NH:24][CH:25]([C:32]([O:34][C:35]([CH3:38])([CH3:37])[CH3:36])=[O:33])[CH2:26][O:27][C:28]([CH3:31])([CH3:30])[CH3:29])[CH:15]=2)[CH2:10][CH2:9]1)=[O:7])([CH3:4])([CH3:3])[CH3:2]. Product: [C:1]([O:5][C:6]([N:8]1[CH2:9][CH2:10][N:11]([C:14]2[CH:19]=[CH:18][C:17]([NH2:20])=[C:16]([C:23](=[O:39])[NH:24][CH:25]([C:32]([O:34][C:35]([CH3:38])([CH3:37])[CH3:36])=[O:33])[CH2:26][O:27][C:28]([CH3:29])([CH3:31])[CH3:30])[CH:15]=2)[CH2:12][CH2:13]1)=[O:7])([CH3:2])([CH3:3])[CH3:4]. The catalyst class is: 19. (5) Reactant: [CH2:1]([N:4]1[C@@H:13]2[C@H:8]([C:9]3[CH:17]=[CH:16][C:15]([N+:18]([O-])=O)=[CH:14][C:10]=3[CH2:11][CH2:12]2)[CH2:7][CH2:6][CH2:5]1)[CH:2]=[CH2:3].[Sn](Cl)(Cl)(Cl)Cl. Product: [CH2:1]([N:4]1[C@@H:13]2[C@H:8]([C:9]3[CH:17]=[CH:16][C:15]([NH2:18])=[CH:14][C:10]=3[CH2:11][CH2:12]2)[CH2:7][CH2:6][CH2:5]1)[CH:2]=[CH2:3]. The catalyst class is: 5. (6) Reactant: Cl.[CH3:2]N(C)CCCN=C=NCC.[Br:13][C:14]1[CH:22]=[CH:21][C:20]([C:23]([NH:25][CH2:26][C:27]([CH3:30])([CH3:29])[CH3:28])=[O:24])=[CH:19][C:15]=1[C:16]([OH:18])=[O:17].CO.O. Product: [Br:13][C:14]1[CH:22]=[CH:21][C:20]([C:23]([NH:25][CH2:26][C:27]([CH3:30])([CH3:29])[CH3:28])=[O:24])=[CH:19][C:15]=1[C:16]([O:18][CH3:2])=[O:17]. The catalyst class is: 119. (7) Reactant: C(O[C:6](=O)[N:7](C)[C@@H:8]1[CH2:12][CH2:11][C@H:10]([NH:13][C:14](=[O:17])[CH2:15][CH3:16])[CH2:9]1)(C)(C)C.[F:20][C:21]([F:26])([F:25])[C:22]([OH:24])=[O:23]. Product: [F:20][C:21]([F:26])([F:25])[C:22]([OH:24])=[O:23].[CH3:6][NH:7][C@@H:8]1[CH2:12][CH2:11][C@H:10]([NH:13][C:14](=[O:17])[CH2:15][CH3:16])[CH2:9]1. The catalyst class is: 4. (8) Reactant: [F:1][C:2]1[CH:7]=[CH:6][C:5]([NH:8][C:9]([C:11]2[O:15][C:14]([CH3:16])=[N:13][C:12]=2[CH3:17])=[O:10])=[CH:4][C:3]=1[C:18]1[N:19]=[C:20]2[N:25]=[CH:24][C:23]([CH:26]=[CH2:27])=[CH:22][N:21]2[CH:28]=1.[NH:29]1[CH2:34][CH2:33][O:32][CH2:31][CH2:30]1.[OH-].C1([N+](C)(C)C)C=CC=CC=1. Product: [F:1][C:2]1[CH:7]=[CH:6][C:5]([NH:8][C:9]([C:11]2[O:15][C:14]([CH3:16])=[N:13][C:12]=2[CH3:17])=[O:10])=[CH:4][C:3]=1[C:18]1[N:19]=[C:20]2[N:25]=[CH:24][C:23]([CH:26]([N:29]3[CH2:34][CH2:33][O:32][CH2:31][CH2:30]3)[CH3:27])=[CH:22][N:21]2[CH:28]=1. The catalyst class is: 38.